Dataset: Catalyst prediction with 721,799 reactions and 888 catalyst types from USPTO. Task: Predict which catalyst facilitates the given reaction. (1) Reactant: C([O:5]C([NH:8][CH2:9][CH2:10][CH2:11][O:12][C:13]1[CH:38]=[C:37]([O:39][CH3:40])[CH:36]=[CH:35][C:14]=1[C:15]([NH:17][C:18]1[CH:23]=[CH:22][N:21]=[CH:20][C:19]=1[NH:24][C:25](=[O:34])[C:26]1[CH:31]=[CH:30][C:29]([O:32][CH3:33])=[CH:28][CH:27]=1)=[O:16])=O)(C)(C)C.FC(F)(F)C(O)=O.ClCCl.C(=O)([O-])[O-].[K+].[K+]. Product: [NH2:8][CH2:9][CH2:10][CH2:11][O:12][C:13]1[CH:38]=[C:37]([O:39][CH3:40])[CH:36]=[CH:35][C:14]=1[C:15]([NH:17][C:18]1[CH:23]=[CH:22][N:21]=[CH:20][C:19]=1[NH:24][C:25](=[O:34])[C:26]1[CH:31]=[CH:30][C:29]([O:32][CH3:33])=[CH:28][CH:27]=1)=[O:16].[OH-:5].[NH4+:8]. The catalyst class is: 6. (2) Reactant: FC(F)(F)C(O)=O.C(OC([N:15]1[CH2:20][CH2:19][CH:18]([N:21]([CH2:23][C:24]2[CH:29]=[CH:28][C:27]([CH2:30][CH2:31][C:32]#[C:33][C:34]3[CH:39]=[CH:38][C:37]([C:40]4[CH:45]=[CH:44][C:43]([Cl:46])=[CH:42][CH:41]=4)=[CH:36][N:35]=3)=[CH:26][CH:25]=2)[CH3:22])[CH2:17][CH2:16]1)=O)(C)(C)C. Product: [Cl:46][C:43]1[CH:44]=[CH:45][C:40]([C:37]2[CH:38]=[CH:39][C:34]([C:33]#[C:32][CH2:31][CH2:30][C:27]3[CH:26]=[CH:25][C:24]([CH2:23][N:21]([CH3:22])[CH:18]4[CH2:19][CH2:20][NH:15][CH2:16][CH2:17]4)=[CH:29][CH:28]=3)=[N:35][CH:36]=2)=[CH:41][CH:42]=1. The catalyst class is: 2. (3) Reactant: C([S:4][CH2:5][C:6]1[C@:7]2([CH2:24][CH2:23][C@H:22]3[C:12](=[CH:13][CH:14]=[C:15]4[C@:20]3([CH3:21])[C@@H:19]([O:25][Si:26]([C:29]([CH3:32])([CH3:31])[CH3:30])([CH3:28])[CH3:27])[CH2:18][C@H:17]([O:33][Si:34]([C:37]([CH3:40])([CH3:39])[CH3:38])([CH3:36])[CH3:35])[CH2:16]4)[C@@H:9]2[CH2:10][CH:11]=1)[CH3:8])(=O)C.Br[CH2:42][CH2:43][C:44]([OH:47])([CH3:46])[CH3:45].CO.[OH-].[K+]. Product: [Si:26]([O:25][C@@H:19]1[C@@:20]2([CH3:21])[C:15](=[CH:14][CH:13]=[C:12]3[C@@H:22]2[CH2:23][CH2:24][C@@:7]2([CH3:8])[C@H:9]3[CH2:10][CH:11]=[C:6]2[CH2:5][S:4][CH2:42][CH2:43][C:44]([OH:47])([CH3:46])[CH3:45])[CH2:16][C@@H:17]([O:33][Si:34]([C:37]([CH3:38])([CH3:39])[CH3:40])([CH3:36])[CH3:35])[CH2:18]1)([C:29]([CH3:31])([CH3:32])[CH3:30])([CH3:28])[CH3:27]. The catalyst class is: 7. (4) Reactant: [CH3:1][O:2][C:3](=[O:15])[C:4]1[C:9]([OH:10])=[CH:8][C:7]([OH:11])=[N:6][C:5]=1[CH2:12][O:13][CH3:14].[N+:16]([O-])([OH:18])=[O:17].O. Product: [CH3:1][O:2][C:3](=[O:15])[C:4]1[C:9]([OH:10])=[C:8]([N+:16]([O-:18])=[O:17])[C:7]([OH:11])=[N:6][C:5]=1[CH2:12][O:13][CH3:14]. The catalyst class is: 52.